Dataset: Reaction yield outcomes from USPTO patents with 853,638 reactions. Task: Predict the reaction yield, written as a fraction of the theoretical maximum amount of product (1.0 means a 100% yield; for example, 0.34 means a 34% yield). The reactants are C[O:2][C:3](=O)[C:4]1[CH:9]=[CH:8][C:7]([O:10][CH2:11][C:12]2[C:13]([C:18]3[CH:23]=[CH:22][C:21]([Cl:24])=[CH:20][CH:19]=3)=[N:14][O:15][C:16]=2[CH3:17])=[N:6][CH:5]=1.[NH:26]1[CH2:31][CH2:30][S:29][CH2:28][CH2:27]1. No catalyst specified. The product is [Cl:24][C:21]1[CH:20]=[CH:19][C:18]([C:13]2[C:12]([CH2:11][O:10][C:7]3[N:6]=[CH:5][C:4]([C:3]([N:26]4[CH2:31][CH2:30][S:29][CH2:28][CH2:27]4)=[O:2])=[CH:9][CH:8]=3)=[C:16]([CH3:17])[O:15][N:14]=2)=[CH:23][CH:22]=1. The yield is 0.950.